This data is from Reaction yield outcomes from USPTO patents with 853,638 reactions. The task is: Predict the reaction yield, written as a fraction of the theoretical maximum amount of product (1.0 means a 100% yield; for example, 0.34 means a 34% yield). (1) The reactants are [CH2:1]([C:3]1[CH:8]=[C:7]([CH:9]=O)[CH:6]=[CH:5][C:4]=1[N:11]=[C:12]1[S:16][CH2:15][C:14]2([CH2:20][CH2:19][CH2:18][CH2:17]2)[N:13]1[CH:21]1[CH2:25][CH2:24][CH2:23][CH2:22]1)[CH3:2].[C:26](#[N:30])[CH2:27][C:28]#[N:29]. The catalyst is CCO.N1CCCCC1. The product is [CH2:1]([C:3]1[CH:8]=[C:7]([CH:9]=[C:27]([C:26]#[N:30])[C:28]#[N:29])[CH:6]=[CH:5][C:4]=1[N:11]=[C:12]1[S:16][CH2:15][C:14]2([CH2:20][CH2:19][CH2:18][CH2:17]2)[N:13]1[CH:21]1[CH2:25][CH2:24][CH2:23][CH2:22]1)[CH3:2]. The yield is 0.280. (2) The reactants are [C:1]([CH:3]([C:11]1[CH:16]=[CH:15][C:14]([O:17][CH2:18][C:19]2[CH:24]=[CH:23][CH:22]=[CH:21][CH:20]=2)=[CH:13][CH:12]=1)[C:4]1([OH:10])[CH2:9][CH2:8][CH2:7][CH2:6][CH2:5]1)#[N:2].[BH4-].[Na+].II. The catalyst is O1CCCC1. The product is [NH2:2][CH2:1][CH:3]([C:4]1([OH:10])[CH2:9][CH2:8][CH2:7][CH2:6][CH2:5]1)[C:11]1[CH:12]=[CH:13][C:14]([O:17][CH2:18][C:19]2[CH:20]=[CH:21][CH:22]=[CH:23][CH:24]=2)=[CH:15][CH:16]=1. The yield is 0.792. (3) The reactants are Cl[CH2:2][CH2:3][CH2:4][C:5](=O)[CH3:6].[C-:8]#[N:9].[Na+].C(O)(=O)C.[NH3:15].[OH-].[Na+]. The catalyst is O. The product is [C:8]([C:3]1([CH3:2])[CH2:4][CH2:5][CH2:6][NH:15]1)#[N:9].[CH3:6][C:5]1[CH2:4][CH2:3][CH2:2][N:9]=1. The yield is 0.450. (4) The reactants are C([O:3][C:4](=[O:33])[CH2:5][CH2:6][CH2:7][CH2:8][CH2:9][O:10][CH2:11][CH2:12][O:13][CH2:14][CH2:15][O:16][CH2:17][CH2:18][O:19][CH2:20][CH2:21][O:22][CH2:23][CH2:24][O:25][CH2:26][CH2:27][O:28][CH2:29][CH2:30][O:31][CH3:32])C. The catalyst is [OH-].[Na+]. The product is [CH3:32][O:31][CH2:30][CH2:29][O:28][CH2:27][CH2:26][O:25][CH2:24][CH2:23][O:22][CH2:21][CH2:20][O:19][CH2:18][CH2:17][O:16][CH2:15][CH2:14][O:13][CH2:12][CH2:11][O:10][CH2:9][CH2:8][CH2:7][CH2:6][CH2:5][C:4]([OH:33])=[O:3]. The yield is 0.620. (5) The reactants are [SH:1][C:2]1[NH:10][C:9]2[C:4](=[N:5][CH:6]=[N:7][C:8]=2[NH2:11])[N:3]=1.[CH3:12][C:13]1[CH:18]=[CH:17][C:16]2C=CC3C=CC(C)=NC=3C=2N=1.[OH2:28].C[C:30](C)([O-:32])C.[Na+].[CH3:35][N:36]([CH:38]=O)[CH3:37]. The catalyst is [Cu]I. The product is [CH3:37][N:36]([CH3:35])[C:38]1[C:16]([S:1][C:2]2[NH:3][C:4]3[C:9]([N:10]=2)=[C:8]([NH2:11])[N:7]=[CH:6][N:5]=3)=[CH:17][C:18]2[O:32][CH2:30][O:28][C:13]=2[CH:12]=1. The yield is 0.390. (6) The reactants are [O:1]([C:8]1[CH:13]=[CH:12][C:11]([C:14]2[CH:18]=[CH:17][NH:16][N:15]=2)=[CH:10][CH:9]=1)[C:2]1[CH:7]=[CH:6][CH:5]=[CH:4][CH:3]=1.[CH3:19][S:20](Cl)(=[O:22])=[O:21]. The catalyst is N1C=CC=CC=1.O. The product is [CH3:19][S:20]([N:16]1[CH:17]=[CH:18][C:14]([C:11]2[CH:12]=[CH:13][C:8]([O:1][C:2]3[CH:3]=[CH:4][CH:5]=[CH:6][CH:7]=3)=[CH:9][CH:10]=2)=[N:15]1)(=[O:22])=[O:21]. The yield is 0.910. (7) The reactants are [CH3:1][O:2][C:3](=[O:29])[C@H:4]([CH2:19][C:20]1[CH:25]=[CH:24][C:23]([N+]([O-])=O)=[CH:22][CH:21]=1)[NH:5]C(C1(CCNC(=O)C)CCCC1)=S.O.ClCCl.CC(C)=O. The catalyst is CO.C(OCC)(=O)C.[Cl-].[NH4+].[Zn]. The product is [CH3:1][O:2][C:3](=[O:29])[C@H:4]([CH2:19][C:20]1[CH:25]=[CH:24][CH:23]=[CH:22][CH:21]=1)[NH2:5]. The yield is 0.950. (8) The reactants are C(O)(C(F)(F)F)=O.C(OC(=O)[NH:14][C@H:15]([CH3:29])[CH2:16][O:17][C:18]1[C:23]([F:24])=[CH:22][CH:21]=[C:20]([N+:25]([O-:27])=[O:26])[C:19]=1F)(C)(C)C.C1(C)C=CC=CC=1. The catalyst is C(Cl)Cl. The product is [F:24][C:23]1[C:18]2[O:17][CH2:16][C@@H:15]([CH3:29])[NH:14][C:19]=2[C:20]([N+:25]([O-:27])=[O:26])=[CH:21][CH:22]=1. The yield is 0.870. (9) The reactants are [CH3:1][C:2]([S@:5]([NH2:7])=[O:6])([CH3:4])[CH3:3].[F:8][C:9]([F:20])([F:19])[C:10]([C:12]1[CH:17]=[CH:16][C:15]([F:18])=[CH:14][CH:13]=1)=O.[Na+].[Cl-].CCOC(C)=O. The catalyst is C1COCC1.CC(C)[O-].[Ti+4].CC(C)[O-].CC(C)[O-].CC(C)[O-]. The product is [CH3:1][C:2]([S@:5](/[N:7]=[C:10](/[C:12]1[CH:17]=[CH:16][C:15]([F:18])=[CH:14][CH:13]=1)\[C:9]([F:8])([F:20])[F:19])=[O:6])([CH3:4])[CH3:3]. The yield is 0.282.